From a dataset of Catalyst prediction with 721,799 reactions and 888 catalyst types from USPTO. Predict which catalyst facilitates the given reaction. (1) Product: [C:1]([O:4][C:5]1[CH:13]=[CH:12][CH:11]=[C:7]([NH:16][C:19]([N:52]2[CH2:53][CH2:54][N:49]([C:47]3[S:46][N:45]=[C:44]([C:38]4[CH:39]=[CH:40][CH:41]=[CH:42][CH:43]=4)[N:48]=3)[CH2:50][CH2:51]2)=[O:28])[CH:6]=1)(=[O:3])[CH3:2]. The catalyst class is: 93. Reactant: [C:1]([O:4][C:5]1[CH:6]=[C:7]([CH:11]=[CH:12][CH:13]=1)C(O)=O)(=[O:3])[CH3:2].C([N:16]([CH2:19]C)CC)C.C1(P(N=[N+]=[N-])(C2C=CC=CC=2)=[O:28])C=CC=CC=1.[C:38]1([C:44]2[N:48]=[C:47]([N:49]3[CH2:54][CH2:53][NH:52][CH2:51][CH2:50]3)[S:46][N:45]=2)[CH:43]=[CH:42][CH:41]=[CH:40][CH:39]=1. (2) Reactant: [CH2:1]([NH:8][CH2:9][CH2:10][NH2:11])[C:2]1[CH:7]=[CH:6][CH:5]=[CH:4][CH:3]=1.[N:12]#[C:13]Br.[OH-].[Na+]. Product: [CH2:1]([N:8]1[CH2:9][CH2:10][NH:11][C:13]1=[NH:12])[C:2]1[CH:7]=[CH:6][CH:5]=[CH:4][CH:3]=1. The catalyst class is: 8. (3) Reactant: C([O:4][CH2:5][CH:6]([CH2:12][CH:13]([C:26]1[O:27][C:28]([Br:41])=[C:29]([C:31]2[CH:36]=[CH:35][C:34]([C:37]([F:40])([F:39])[F:38])=[CH:33][CH:32]=2)[N:30]=1)[O:14][C:15]1[CH:20]=[CH:19][C:18]([F:21])=[C:17]([C:22](=[O:24])[NH2:23])[C:16]=1[F:25])[CH2:7][O:8]C(=O)C)(=O)C.C([O-])([O-])=O.[K+].[K+]. Product: [Br:41][C:28]1[O:27][C:26]([CH:13]([O:14][C:15]2[C:16]([F:25])=[C:17]([C:18]([F:21])=[CH:19][CH:20]=2)[C:22]([NH2:23])=[O:24])[CH2:12][CH:6]([CH2:5][OH:4])[CH2:7][OH:8])=[N:30][C:29]=1[C:31]1[CH:32]=[CH:33][C:34]([C:37]([F:38])([F:39])[F:40])=[CH:35][CH:36]=1. The catalyst class is: 24. (4) Reactant: C[O:2][C:3]1[CH:4]=[C:5]([C:9]2[N:10]=[CH:11][NH:12][CH:13]=2)[CH:6]=[CH:7][CH:8]=1.B(Br)(Br)Br. Product: [NH:12]1[CH:13]=[C:9]([C:5]2[CH:4]=[C:3]([OH:2])[CH:8]=[CH:7][CH:6]=2)[N:10]=[CH:11]1. The catalyst class is: 4. (5) Reactant: [CH3:1][O:2][C:3](=[O:28])[C:4]1[CH:9]=[CH:8][CH:7]=[CH:6][C:5]=1[NH:10][C:11](=[O:27])[CH2:12][C:13]1[CH:18]=[CH:17][C:16]([O:19][C:20]2[CH:25]=[CH:24][C:23]([OH:26])=[CH:22][CH:21]=2)=[CH:15][CH:14]=1.[C:29]([O:33][C:34]([NH:36][C:37]1[CH:38]=[C:39]([CH:42]=[CH:43][CH:44]=1)[CH2:40]O)=[O:35])([CH3:32])([CH3:31])[CH3:30].N(C(N(C)C)=O)=NC(N(C)C)=O.C(P(CCCC)CCCC)CCC. Product: [CH3:1][O:2][C:3](=[O:28])[C:4]1[CH:9]=[CH:8][CH:7]=[CH:6][C:5]=1[NH:10][C:11](=[O:27])[CH2:12][C:13]1[CH:18]=[CH:17][C:16]([O:19][C:20]2[CH:21]=[CH:22][C:23]([O:26][CH2:40][C:39]3[CH:42]=[CH:43][CH:44]=[C:37]([NH:36][C:34]([O:33][C:29]([CH3:32])([CH3:31])[CH3:30])=[O:35])[CH:38]=3)=[CH:24][CH:25]=2)=[CH:15][CH:14]=1. The catalyst class is: 168. (6) Reactant: [OH:1][CH:2]1[CH:6]([CH2:7][O:8][C:9]([C:22]2[CH:27]=[CH:26][CH:25]=[CH:24][CH:23]=2)([C:16]2[CH:21]=[CH:20][CH:19]=[CH:18][CH:17]=2)[C:10]2[CH:15]=[CH:14][CH:13]=[CH:12][CH:11]=2)[O:5][CH:4]([N:28]2[CH:33]=[C:32]([C:34]#[C:35][Si](C)(C)C)[C:31](=[O:40])[NH:30][C:29]2=[O:41])[CH2:3]1.CCCC[N+](CCCC)(CCCC)CCCC.[F-]. Product: [C:34]([C:32]1[C:31](=[O:40])[NH:30][C:29](=[O:41])[N:28]([CH:4]2[CH2:3][CH:2]([OH:1])[CH:6]([CH2:7][O:8][C:9]([C:22]3[CH:27]=[CH:26][CH:25]=[CH:24][CH:23]=3)([C:10]3[CH:11]=[CH:12][CH:13]=[CH:14][CH:15]=3)[C:16]3[CH:21]=[CH:20][CH:19]=[CH:18][CH:17]=3)[O:5]2)[CH:33]=1)#[CH:35]. The catalyst class is: 10.